Dataset: Catalyst prediction with 721,799 reactions and 888 catalyst types from USPTO. Task: Predict which catalyst facilitates the given reaction. (1) Reactant: [CH3:1][O:2][C:3](=[O:31])[CH2:4][CH2:5][C:6]1[CH:11]=[CH:10][C:9]([CH2:12][N:13]2[C:17]3[CH:18]=[C:19]([F:23])[C:20]([F:22])=[CH:21][C:16]=3[N:15]=[C:14]2[C:24]2[C:25]([OH:30])=[N:26][CH:27]=[CH:28][CH:29]=2)=[CH:8][CH:7]=1.C(=O)([O-])[O-].[Cs+].[Cs+].Br[CH2:39][CH:40]1[CH2:42][CH2:41]1. The catalyst class is: 21. Product: [CH3:1][O:2][C:3](=[O:31])[CH2:4][CH2:5][C:6]1[CH:7]=[CH:8][C:9]([CH2:12][N:13]2[C:17]3[CH:18]=[C:19]([F:23])[C:20]([F:22])=[CH:21][C:16]=3[N:15]=[C:14]2[C:24]2[C:25]([O:30][CH2:39][CH:40]3[CH2:42][CH2:41]3)=[N:26][CH:27]=[CH:28][CH:29]=2)=[CH:10][CH:11]=1. (2) Reactant: [Cl:1][C:2]1[CH:3]=[CH:4][CH:5]=[C:6]2[C:11]=1[C:10]([CH2:12][CH2:13][N:14]1[CH2:19][CH2:18][O:17][CH2:16][CH2:15]1)=[N:9][C:8]([C@@H:20]([NH2:22])[CH3:21])=[CH:7]2.Cl[C:24]1[C:25]2[N:32]=[CH:31][S:30][C:26]=2[N:27]=[CH:28][N:29]=1.C(N(CC)CC)C. Product: [Cl:1][C:2]1[CH:3]=[CH:4][CH:5]=[C:6]2[C:11]=1[C:10]([CH2:12][CH2:13][N:14]1[CH2:19][CH2:18][O:17][CH2:16][CH2:15]1)=[N:9][C:8]([C@@H:20]([NH:22][C:24]1[C:25]3[N:32]=[CH:31][S:30][C:26]=3[N:27]=[CH:28][N:29]=1)[CH3:21])=[CH:7]2. The catalyst class is: 114. (3) Reactant: [H-].[H-].[H-].[H-].[Li+].[Al+3].[C:7]1([C:26]2[CH:31]=[CH:30][CH:29]=[CH:28][CH:27]=2)[CH:12]=[CH:11][C:10]([O:13][CH2:14][CH2:15][CH2:16][CH2:17][C:18]#[C:19][C:20](=[O:25])[C:21]([F:24])([F:23])[F:22])=[CH:9][CH:8]=1.O.[OH-].[Na+]. Product: [C:7]1([C:26]2[CH:27]=[CH:28][CH:29]=[CH:30][CH:31]=2)[CH:12]=[CH:11][C:10]([O:13][CH2:14][CH2:15][CH2:16][CH2:17]/[CH:18]=[CH:19]/[CH:20]([OH:25])[C:21]([F:23])([F:24])[F:22])=[CH:9][CH:8]=1. The catalyst class is: 1. (4) Reactant: [CH:1]1([N:5]2[CH2:10][CH2:9][N:8]([C:11](=[O:24])[CH2:12][N:13]3[CH2:22][CH2:21][C:20]4[CH:19]=[C:18](Cl)[N:17]=[N:16][C:15]=4[CH2:14]3)[CH2:7][CH2:6]2)[CH2:4][CH2:3][CH2:2]1.[N:25]1[CH:30]=[C:29](B(O)O)[CH:28]=[N:27][CH:26]=1.C([O-])([O-])=O.[Na+].[Na+]. Product: [CH:1]1([N:5]2[CH2:10][CH2:9][N:8]([C:11](=[O:24])[CH2:12][N:13]3[CH2:22][CH2:21][C:20]4[CH:19]=[C:18]([C:29]5[CH:30]=[N:25][CH:26]=[N:27][CH:28]=5)[N:17]=[N:16][C:15]=4[CH2:14]3)[CH2:7][CH2:6]2)[CH2:4][CH2:3][CH2:2]1. The catalyst class is: 149.